Task: Predict the reaction yield, written as a fraction of the theoretical maximum amount of product (1.0 means a 100% yield; for example, 0.34 means a 34% yield).. Dataset: Reaction yield outcomes from USPTO patents with 853,638 reactions The reactants are [C:1]([CH2:4][CH2:5][C:6]1[CH:11]=[CH:10][C:9]([NH:12][C:13]([C:15]2[N:16](COCC[Si](C)(C)C)[CH:17]=[C:18]([C:20]#[N:21])[N:19]=2)=[O:14])=[C:8]([C:30]2[CH2:35][CH2:34][C:33]([CH3:37])([CH3:36])[CH2:32][CH:31]=2)[CH:7]=1)(=[O:3])[NH2:2].[F-].C([N+](CCCC)(CCCC)CCCC)CCC.CCOC(C)=O. The catalyst is C1COCC1. The product is [C:1]([CH2:4][CH2:5][C:6]1[CH:11]=[CH:10][C:9]([NH:12][C:13]([C:15]2[NH:16][CH:17]=[C:18]([C:20]#[N:21])[N:19]=2)=[O:14])=[C:8]([C:30]2[CH2:35][CH2:34][C:33]([CH3:37])([CH3:36])[CH2:32][CH:31]=2)[CH:7]=1)(=[O:3])[NH2:2]. The yield is 0.240.